From a dataset of Reaction yield outcomes from USPTO patents with 853,638 reactions. Predict the reaction yield, written as a fraction of the theoretical maximum amount of product (1.0 means a 100% yield; for example, 0.34 means a 34% yield). (1) The reactants are C([O:4][CH2:5][C:6]1[C:7]([N:33]2[CH2:45][CH2:44][N:36]3[C:37]4[CH2:38][CH2:39][CH2:40][CH2:41][C:42]=4[CH:43]=[C:35]3[C:34]2=[O:46])=[N:8][CH:9]=[CH:10][C:11]=1[C:12]1[CH:17]=[C:16]([NH:18][C:19]2[CH:24]=[CH:23][C:22]([N:25]3[CH2:30][CH2:29][NH:28][CH2:27][CH2:26]3)=[CH:21][N:20]=2)[C:15](=[O:31])[N:14]([CH3:32])[CH:13]=1)(=O)C.[Li+].[OH-]. The catalyst is CC(O)C.C1COCC1.O. The product is [OH:4][CH2:5][C:6]1[C:7]([N:33]2[CH2:45][CH2:44][N:36]3[C:37]4[CH2:38][CH2:39][CH2:40][CH2:41][C:42]=4[CH:43]=[C:35]3[C:34]2=[O:46])=[N:8][CH:9]=[CH:10][C:11]=1[C:12]1[CH:17]=[C:16]([NH:18][C:19]2[CH:24]=[CH:23][C:22]([N:25]3[CH2:30][CH2:29][NH:28][CH2:27][CH2:26]3)=[CH:21][N:20]=2)[C:15](=[O:31])[N:14]([CH3:32])[CH:13]=1. The yield is 0.269. (2) The reactants are C([N:8]([CH2:12][C:13]1[CH:18]=[CH:17][CH:16]=[CH:15][CH:14]=1)[CH2:9][CH2:10][NH2:11])C1C=CC=CC=1.C(N(CC)CC)C.[CH2:26]([O:28][C:29](=[O:33])[CH:30](Br)[CH3:31])[CH3:27].[C:34]1([CH3:40])[CH:39]=[CH:38][CH:37]=[CH:36][CH:35]=1. No catalyst specified. The product is [CH2:26]([O:28][C:29]([CH:30]1[CH2:31][N:8]([CH2:12][C:13]2[CH:14]=[CH:15][CH:16]=[CH:17][CH:18]=2)[CH2:9][CH2:10][N:11]1[CH2:40][C:34]1[CH:39]=[CH:38][CH:37]=[CH:36][CH:35]=1)=[O:33])[CH3:27]. The yield is 0.960. (3) The yield is 0.570. The catalyst is ClC(Cl)C.C(O)(=O)C. The reactants are [C:1]([O:5][C:6]([N:8]1[C:16]2[C:11](=[CH:12][C:13]([CH:17]=O)=[CH:14][CH:15]=2)[CH:10]=[C:9]1[C:19]1[C:20](=[O:29])[NH:21][C:22]2[C:27]([CH:28]=1)=[CH:26][CH:25]=[CH:24][CH:23]=2)=[O:7])([CH3:4])([CH3:3])[CH3:2].[OH:30][CH2:31][C:32]([N:34]1[CH2:39][CH2:38][NH:37][CH2:36][CH2:35]1)=[O:33].C(O[BH-](OC(=O)C)OC(=O)C)(=O)C.[Na+].[O-]S([O-])(=O)=O.[Mg+2].[H-]. The product is [C:1]([O:5][C:6]([N:8]1[C:16]2[C:11](=[CH:12][C:13]([CH2:17][N:37]3[CH2:38][CH2:39][N:34]([C:32](=[O:33])[CH2:31][OH:30])[CH2:35][CH2:36]3)=[CH:14][CH:15]=2)[CH:10]=[C:9]1[C:19]1[C:20](=[O:29])[NH:21][C:22]2[C:27]([CH:28]=1)=[CH:26][CH:25]=[CH:24][CH:23]=2)=[O:7])([CH3:4])([CH3:2])[CH3:3]. (4) The reactants are [C:1]([CH2:3][C:4]([NH:6][C:7]([NH:9][C:10]1[CH:15]=[CH:14][CH:13]=[CH:12][CH:11]=1)=[O:8])=[O:5])#[N:2]. The catalyst is [OH-].[Na+]. The product is [NH2:2][C:1]1[N:9]([C:10]2[CH:15]=[CH:14][CH:13]=[CH:12][CH:11]=2)[C:7](=[O:8])[NH:6][C:4](=[O:5])[CH:3]=1. The yield is 0.944. (5) The reactants are [CH:1]([C:3]1[CH:18]=[CH:17][C:6]([O:7][C:8]2[CH:16]=[CH:15][C:11]([C:12]([NH2:14])=[O:13])=[CH:10][N:9]=2)=[C:5]([O:19][CH3:20])[CH:4]=1)=O.[CH3:21][C:22]1[CH:30]=[CH:29][CH:28]=[CH:27][C:23]=1[CH2:24][CH2:25][NH2:26]. No catalyst specified. The product is [CH3:20][O:19][C:5]1[CH:4]=[C:3]([CH2:1][NH:26][CH2:25][CH2:24][C:23]2[CH:27]=[CH:28][CH:29]=[CH:30][C:22]=2[CH3:21])[CH:18]=[CH:17][C:6]=1[O:7][C:8]1[CH:16]=[CH:15][C:11]([C:12]([NH2:14])=[O:13])=[CH:10][N:9]=1. The yield is 0.812. (6) The reactants are [CH:1]([S:4][C:5]1[CH:13]=[CH:12][C:11]([S:14]([CH3:17])(=[O:16])=[O:15])=[CH:10][C:6]=1[C:7]([OH:9])=O)([CH3:3])[CH3:2].[N:18]1([C:24]2[N:29]=[CH:28][C:27]([C:30]([F:33])([F:32])[F:31])=[CH:26][N:25]=2)[CH2:23][CH2:22][NH:21][CH2:20][CH2:19]1. No catalyst specified. The product is [CH:1]([S:4][C:5]1[CH:13]=[CH:12][C:11]([S:14]([CH3:17])(=[O:16])=[O:15])=[CH:10][C:6]=1[C:7]([N:21]1[CH2:22][CH2:23][N:18]([C:24]2[N:25]=[CH:26][C:27]([C:30]([F:33])([F:31])[F:32])=[CH:28][N:29]=2)[CH2:19][CH2:20]1)=[O:9])([CH3:2])[CH3:3]. The yield is 0.550.